Dataset: Catalyst prediction with 721,799 reactions and 888 catalyst types from USPTO. Task: Predict which catalyst facilitates the given reaction. (1) Reactant: [CH3:1][O:2][C:3]1[CH:4]=[C:5]2[C:10](=[CH:11][C:12]=1[O:13][CH3:14])[N:9]=[CH:8][CH:7]=[C:6]2[O:15][C:16]1[CH:24]=[C:23]2[C:19]([C:20]([NH2:26])=[N:21][N:22]2[CH3:25])=[CH:18][CH:17]=1.[C:27](Cl)(=[O:36])[C:28]1[CH:33]=[CH:32][C:31]([O:34][CH3:35])=[CH:30][CH:29]=1. Product: [CH3:1][O:2][C:3]1[CH:4]=[C:5]2[C:10](=[CH:11][C:12]=1[O:13][CH3:14])[N:9]=[CH:8][CH:7]=[C:6]2[O:15][C:16]1[CH:24]=[C:23]2[C:19]([C:20]([NH:26][C:27](=[O:36])[C:28]3[CH:33]=[CH:32][C:31]([O:34][CH3:35])=[CH:30][CH:29]=3)=[N:21][N:22]2[CH3:25])=[CH:18][CH:17]=1. The catalyst class is: 17. (2) Reactant: [F:1][C:2]1[CH:24]=[CH:23][CH:22]=[CH:21][C:3]=1[CH2:4][C@@H:5]1[CH2:10][C@@H:9]([C:11]2[O:15][NH:14][C:13](=[O:16])[CH:12]=2)[CH2:8][CH2:7][N:6]1C(OC)=O. Product: [F:1][C:2]1[CH:24]=[CH:23][CH:22]=[CH:21][C:3]=1[CH2:4][C@@H:5]1[CH2:10][C@@H:9]([C:11]2[O:15][NH:14][C:13](=[O:16])[CH:12]=2)[CH2:8][CH2:7][NH:6]1. The catalyst class is: 201. (3) Reactant: C(N(S(F)(F)[F:7])CC)C.[C:10]([O:14][C:15]([N:17]1[CH2:22][CH2:21][C:20]([NH:25][C:26]([O:28][CH2:29][C:30]2[CH:35]=[CH:34][CH:33]=[CH:32][CH:31]=2)=[O:27])([CH2:23]O)[CH2:19][CH2:18]1)=[O:16])([CH3:13])([CH3:12])[CH3:11].O. Product: [C:10]([O:14][C:15]([N:17]1[CH2:22][CH2:21][C:20]([NH:25][C:26]([O:28][CH2:29][C:30]2[CH:35]=[CH:34][CH:33]=[CH:32][CH:31]=2)=[O:27])([CH2:23][F:7])[CH2:19][CH2:18]1)=[O:16])([CH3:13])([CH3:12])[CH3:11]. The catalyst class is: 4. (4) Reactant: [F-].C([N+](CCCC)(CCCC)CCCC)CCC.[C:19]1([C:25]2[CH:26]=[C:27]3[C:31](=[CH:32][C:33]=2[C:34]2[CH:39]=[CH:38][CH:37]=[CH:36][CH:35]=2)[N:30](COCC[Si](C)(C)C)[N:29]=[C:28]3[NH:48][C:49](=[O:53])[CH2:50][CH2:51][CH3:52])[CH:24]=[CH:23][CH:22]=[CH:21][CH:20]=1.C(OCC)(=O)C. Product: [C:19]1([C:25]2[CH:26]=[C:27]3[C:31](=[CH:32][C:33]=2[C:34]2[CH:35]=[CH:36][CH:37]=[CH:38][CH:39]=2)[NH:30][N:29]=[C:28]3[NH:48][C:49](=[O:53])[CH2:50][CH2:51][CH3:52])[CH:24]=[CH:23][CH:22]=[CH:21][CH:20]=1. The catalyst class is: 7. (5) Reactant: [CH3:1][O:2][C:3](=[O:11])[C:4]1[CH:9]=[CH:8][C:7]([OH:10])=[CH:6][CH:5]=1.[I:12]Cl. Product: [OH:10][C:7]1[CH:8]=[CH:9][C:4]([C:3]([O:2][CH3:1])=[O:11])=[CH:5][C:6]=1[I:12]. The catalyst class is: 52. (6) Reactant: C([NH:8][C:9]1[CH:10]=[C:11]([C@@H:16]2[CH2:18][C@H:17]2[C:19]([O:21][CH2:22][CH3:23])=[O:20])[CH:12]=[CH:13][C:14]=1[F:15])C1C=CC=CC=1.[H][H]. Product: [NH2:8][C:9]1[CH:10]=[C:11]([C@@H:16]2[CH2:18][C@H:17]2[C:19]([O:21][CH2:22][CH3:23])=[O:20])[CH:12]=[CH:13][C:14]=1[F:15]. The catalyst class is: 791. (7) Reactant: [CH3:1][O:2][C:3]1[C:4]([N+:16]([O-])=O)=[C:5]([NH:11][CH2:12][C:13](O)=[O:14])[CH:6]=[CH:7][C:8]=1[O:9][CH3:10]. Product: [CH3:10][O:9][C:8]1[C:3]([O:2][CH3:1])=[C:4]2[C:5]([NH:11][CH2:12][C:13](=[O:14])[NH:16]2)=[CH:6][CH:7]=1. The catalyst class is: 43.